This data is from Full USPTO retrosynthesis dataset with 1.9M reactions from patents (1976-2016). The task is: Predict the reactants needed to synthesize the given product. Given the product [CH3:20][C:11]1[CH:12]=[C:13]([CH:14]=[CH:15][CH:16]=1)[C:17]([N:23]([CH3:24])[CH3:22])=[O:18], predict the reactants needed to synthesize it. The reactants are: C1C=CC2N(O)N=NC=2C=1.[C:11]1([CH3:20])[CH:16]=[CH:15][CH:14]=[C:13]([C:17](O)=[O:18])[CH:12]=1.C[CH2:22][N:23](C(C)C)[CH:24](C)C.Cl.CNC.